Dataset: Catalyst prediction with 721,799 reactions and 888 catalyst types from USPTO. Task: Predict which catalyst facilitates the given reaction. Reactant: [C:1]([CH2:3][C:4](ON1C(=O)CCC1=O)=[O:5])#[N:2].C(N(CC)CC)C.Cl.[O:22]=[C:23]1[C:28]([NH:29][C:30]2[N:38]=[C:37]3[C:33]([NH:34][C:35](=[O:45])[N:36]3[C@H:39]3[CH2:44][CH2:43][CH2:42][NH:41][CH2:40]3)=[CH:32][N:31]=2)=[CH:27][CH:26]=[CH:25][NH:24]1. Product: [O:5]=[C:4]([N:41]1[CH2:42][CH2:43][CH2:44][C@H:39]([N:36]2[C:35](=[O:45])[NH:34][C:33]3[C:37]2=[N:38][C:30]([NH:29][C:28]2[C:23](=[O:22])[NH:24][CH:25]=[CH:26][CH:27]=2)=[N:31][CH:32]=3)[CH2:40]1)[CH2:3][C:1]#[N:2]. The catalyst class is: 3.